Dataset: Reaction yield outcomes from USPTO patents with 853,638 reactions. Task: Predict the reaction yield, written as a fraction of the theoretical maximum amount of product (1.0 means a 100% yield; for example, 0.34 means a 34% yield). The reactants are C(=O)([O-])[O-].[K+].[K+].[CH2:7](I)[CH3:8].[OH:10][C:11]1[CH:16]=[C:15]([OH:17])[CH:14]=[CH:13][C:12]=1[C:18](=[O:20])[CH3:19]. The catalyst is CN(C=O)C. The product is [CH2:7]([O:17][C:15]1[CH:14]=[CH:13][C:12]([C:18](=[O:20])[CH3:19])=[C:11]([OH:10])[CH:16]=1)[CH3:8]. The yield is 0.630.